From a dataset of Reaction yield outcomes from USPTO patents with 853,638 reactions. Predict the reaction yield, written as a fraction of the theoretical maximum amount of product (1.0 means a 100% yield; for example, 0.34 means a 34% yield). The reactants are [C:1](Cl)(=[O:5])[C:2](Cl)=O.[NH2:7][C:8]1[CH:13]=[C:12]([CH2:14][O:15][C:16]2[C:25]3[C:20](=[CH:21][CH:22]=[CH:23][CH:24]=3)[C:19]([NH:26][C:27]([NH:29][C:30]3[N:34]([C:35]4[CH:40]=[CH:39][C:38]([CH3:41])=[CH:37][CH:36]=4)[N:33]=[C:32]([C:42]([CH3:45])([CH3:44])[CH3:43])[CH:31]=3)=[O:28])=[CH:18][CH:17]=2)[CH:11]=[CH:10][N:9]=1.CCN([CH:52]([CH3:54])[CH3:53])C(C)C.[CH3:55][OH:56]. The catalyst is CN(C=O)C.C(Cl)Cl.N. The product is [C:42]([C:32]1[CH:31]=[C:30]([NH:29][C:27](=[O:28])[NH:26][C:19]2[C:20]3[C:25](=[CH:24][CH:23]=[CH:22][CH:21]=3)[C:16]([O:15][CH2:14][C:12]3[CH:11]=[CH:10][N:9]=[C:8]([NH:7][C:55]([CH:54]4[CH2:2][CH2:1][O:5][CH2:53][CH2:52]4)=[O:56])[CH:13]=3)=[CH:17][CH:18]=2)[N:34]([C:35]2[CH:36]=[CH:37][C:38]([CH3:41])=[CH:39][CH:40]=2)[N:33]=1)([CH3:45])([CH3:44])[CH3:43]. The yield is 0.280.